From a dataset of Reaction yield outcomes from USPTO patents with 853,638 reactions. Predict the reaction yield, written as a fraction of the theoretical maximum amount of product (1.0 means a 100% yield; for example, 0.34 means a 34% yield). (1) The reactants are [N+:1]([CH2:4][C:5]1(O)[CH2:11][O:10][CH2:9][CH2:8][O:7][CH2:6]1)([O-:3])=[O:2].C(N(CC)CC)C.CS(Cl)(=O)=O. The catalyst is ClCCl. The product is [N+:1]([CH:4]=[C:5]1[CH2:6][O:7][CH2:8][CH2:9][O:10][CH2:11]1)([O-:3])=[O:2]. The yield is 0.770. (2) The yield is 0.400. The product is [Br:1][C:2]1[CH:3]=[C:4]([C:8](=[O:15])[CH2:9][CH2:10][CH2:11][F:12])[CH:5]=[CH:6][CH:7]=1. The catalyst is [CH3-].C1C=CC(P(C2C=CC=CC=2)C2C=CC=CC=2)=CC=1.[Au+].O. The reactants are [Br:1][C:2]1[CH:7]=[CH:6][CH:5]=[C:4]([C:8]#[C:9][CH2:10][CH2:11][F:12])[CH:3]=1.CO.[OH:15]S(O)(=O)=O. (3) The reactants are O1C2C=CC=CC=2C=C1[C:10]1[C:18]2[C:13](=[CH:14][CH:15]=[C:16]([C:19]#[N:20])[CH:17]=2)[N:12]([CH:21]2[CH2:26][CH2:25][CH2:24][CH2:23][O:22]2)[N:11]=1.[NH2:27][NH:28][C:29](=O)[CH2:30][N:31]([CH3:33])[CH3:32].[CH3:35][O-:36].[Na+]. The catalyst is CO.ClCCl. The product is [O:36]1[C:15]2[CH:14]=[CH:13][CH:18]=[CH:17][C:16]=2[CH:19]=[C:35]1[CH:26]1[CH2:25][CH2:24][CH2:23][O:22][CH:21]1[N:12]1[C:13]2[C:18](=[CH:17][C:16]([C:19]3[NH:27][N:28]=[C:29]([CH2:30][N:31]([CH3:33])[CH3:32])[N:20]=3)=[CH:15][CH:14]=2)[CH:10]=[N:11]1. The yield is 0.0700. (4) The reactants are [NH:1]1[CH:5]=[C:4]([C:6]#[N:7])[N:3]=[CH:2]1.[CH3:8][Si:9]([CH3:16])([CH3:15])[CH2:10][CH2:11][O:12][CH2:13]Cl.C([O-])([O-])=O.[K+].[K+].CC(C)=O. The catalyst is CCOC(C)=O. The product is [CH3:8][Si:9]([CH3:16])([CH3:15])[CH2:10][CH2:11][O:12][CH2:13][N:1]1[CH:5]=[C:4]([C:6]#[N:7])[N:3]=[CH:2]1. The yield is 0.700. (5) The reactants are [Cl:1][C:2]1[CH:3]=[C:4]([C:9]2[N:14]=[C:13]([CH3:15])[N:12]=[C:11]([N:16]([CH2:26][C:27]3[CH:32]=[CH:31][C:30]([O:33][CH3:34])=[CH:29][CH:28]=3)[CH2:17][C:18]3[CH:23]=[CH:22][C:21]([O:24][CH3:25])=[CH:20][CH:19]=3)[N:10]=2)[C:5](F)=[N:6][CH:7]=1.[NH2:35][C:36]1[CH:37]=[CH:38][C:39]([NH:42][C:43](=[O:49])[O:44][C:45]([CH3:48])([CH3:47])[CH3:46])=[N:40][CH:41]=1.[Li+].C[Si]([N-][Si](C)(C)C)(C)C.O. The catalyst is C1COCC1. The product is [CH3:25][O:24][C:21]1[CH:22]=[CH:23][C:18]([CH2:17][N:16]([CH2:26][C:27]2[CH:32]=[CH:31][C:30]([O:33][CH3:34])=[CH:29][CH:28]=2)[C:11]2[N:12]=[C:13]([CH3:15])[N:14]=[C:9]([C:4]3[C:5]([NH:35][C:36]4[CH:37]=[CH:38][C:39]([NH:42][C:43](=[O:49])[O:44][C:45]([CH3:47])([CH3:46])[CH3:48])=[N:40][CH:41]=4)=[N:6][CH:7]=[C:2]([Cl:1])[CH:3]=3)[N:10]=2)=[CH:19][CH:20]=1. The yield is 0.690. (6) The reactants are Cl[C:2]1[N:3]([C@@H:24]([C:26]2[CH:31]=[CH:30][CH:29]=[CH:28][CH:27]=2)[CH3:25])[C:4]2[C:13]3[CH:12]=[C:11]([O:14][CH3:15])[C:10]([C:16]4[C:17]([CH3:22])=[N:18][O:19][C:20]=4[CH3:21])=[CH:9][C:8]=3[N:7]=[CH:6][C:5]=2[N:23]=1.[NH:32]1[CH2:37][CH2:36][CH2:35][CH2:34][CH2:33]1.O. The catalyst is CN1C(=O)CCC1. The product is [CH3:22][C:17]1[C:16]([C:10]2[C:11]([O:14][CH3:15])=[CH:12][C:13]3[C:4]4[N:3]([C@@H:24]([C:26]5[CH:31]=[CH:30][CH:29]=[CH:28][CH:27]=5)[CH3:25])[C:2]([N:32]5[CH2:37][CH2:36][CH2:35][CH2:34][CH2:33]5)=[N:23][C:5]=4[CH:6]=[N:7][C:8]=3[CH:9]=2)=[C:20]([CH3:21])[O:19][N:18]=1. The yield is 0.539. (7) The reactants are Cl[CH2:2][C:3]1[CH:4]=[C:5]([C:9]([N:11]2[CH2:24][C:23]([CH3:26])([CH3:25])[C:22]3[C:21]4[CH:20]=[CH:19][CH:18]=[CH:17][C:16]=4[NH:15][C:14]=3[C:13]([C:27]([O:29][CH:30]([CH3:32])[CH3:31])=[O:28])=[CH:12]2)=[O:10])[CH:6]=[CH:7][CH:8]=1.[NH:33]1[CH2:37][CH2:36][CH2:35][CH2:34]1. The catalyst is C(#N)C. The product is [CH3:26][C:23]1([CH3:25])[C:22]2[C:21]3[CH:20]=[CH:19][CH:18]=[CH:17][C:16]=3[NH:15][C:14]=2[C:13]([C:27]([O:29][CH:30]([CH3:32])[CH3:31])=[O:28])=[CH:12][N:11]([C:9]([C:5]2[CH:6]=[CH:7][CH:8]=[C:3]([CH2:2][N:33]3[CH2:37][CH2:36][CH2:35][CH2:34]3)[CH:4]=2)=[O:10])[CH2:24]1. The yield is 0.400. (8) The reactants are [OH:1][C@@H:2]([CH2:6][CH:7]([CH3:9])[CH3:8])[C:3]([OH:5])=[O:4].[CH3:10]O. No catalyst specified. The product is [OH:1][C@@H:2]([CH2:6][CH:7]([CH3:9])[CH3:8])[C:3]([O:5][CH3:10])=[O:4]. The yield is 0.640. (9) The reactants are [CH:1]1[N:5]=[CH:4][N:3]([CH2:6][C:7]([P:13]([OH:16])([OH:15])=[O:14])([P:9]([OH:12])([OH:11])=[O:10])[OH:8])[CH:2]=1.[OH-:17].[Na+:18]. The catalyst is O. The product is [CH:1]1[N:5]=[CH:4][N:3]([CH2:6][C:7]([P:9]([O-:12])([OH:11])=[O:10])([P:13]([O-:15])([OH:16])=[O:14])[OH:8])[CH:2]=1.[OH2:17].[OH2:8].[OH2:8].[OH2:8].[Na+:18].[Na+:18]. The yield is 0.220.